Dataset: Full USPTO retrosynthesis dataset with 1.9M reactions from patents (1976-2016). Task: Predict the reactants needed to synthesize the given product. Given the product [CH3:8][C:9](=[N:11][O:12][CH2:2][C:3]([OH:5])=[O:4])[CH3:10], predict the reactants needed to synthesize it. The reactants are: Br[CH2:2][C:3]([OH:5])=[O:4].[OH-].[Na+].[CH3:8][C:9](=[N:11][OH:12])[CH3:10].